Dataset: Reaction yield outcomes from USPTO patents with 853,638 reactions. Task: Predict the reaction yield, written as a fraction of the theoretical maximum amount of product (1.0 means a 100% yield; for example, 0.34 means a 34% yield). (1) The catalyst is C([O-])([O-])=O.[Na+].[Na+].C1C=CC([P]([Pd]([P](C2C=CC=CC=2)(C2C=CC=CC=2)C2C=CC=CC=2)([P](C2C=CC=CC=2)(C2C=CC=CC=2)C2C=CC=CC=2)[P](C2C=CC=CC=2)(C2C=CC=CC=2)C2C=CC=CC=2)(C2C=CC=CC=2)C2C=CC=CC=2)=CC=1.CCOC(C)=O. The reactants are Br[C:2]1[CH:7]=[CH:6][N:5]=[CH:4][C:3]=1[CH3:8].[C:9]([O:13][C:14](=[O:37])[NH:15][C:16]([C:18]1[S:19][C:20]([S:35][CH3:36])=[C:21]([S:23]([C:26]2[CH:31]=[CH:30][C:29](O)=[C:28](B)[C:27]=2O)(=[O:25])=[O:24])[CH:22]=1)=[NH:17])([CH3:12])([CH3:11])[CH3:10].C(O)C.C1(C)C=CC=CC=1. The yield is 0.410. The product is [C:9]([O:13][C:14](=[O:37])[NH:15][C:16](=[NH:17])[C:18]1[S:19][C:20]([S:35][CH3:36])=[C:21]([S:23]([C:26]2[CH:27]=[CH:28][CH:29]=[C:30]([C:2]3[CH:7]=[CH:6][N:5]=[CH:4][C:3]=3[CH3:8])[CH:31]=2)(=[O:25])=[O:24])[CH:22]=1)([CH3:12])([CH3:10])[CH3:11]. (2) The reactants are [NH2:1][C:2]1[CH:17]=[CH:16][C:15]([Cl:18])=[CH:14][C:3]=1[C:4]([NH:6][C:7]1[CH:12]=[CH:11][CH:10]=[CH:9][C:8]=1[Cl:13])=[O:5].[Cl:19][CH2:20][C:21](Cl)=O. The catalyst is C(O)(=O)C. The product is [Cl:18][C:15]1[CH:14]=[C:3]2[C:2](=[CH:17][CH:16]=1)[N:1]=[C:21]([CH2:20][Cl:19])[N:6]([C:7]1[CH:12]=[CH:11][CH:10]=[CH:9][C:8]=1[Cl:13])[C:4]2=[O:5]. The yield is 0.920. (3) The reactants are [C:1]([O:13][CH2:14][C:15]1[CH:20]=[CH:19][CH:18]=[CH:17][CH:16]=1)(=[O:12])[C:2]([O:4]CC1C=CC=CC=1)=O.[CH2:21]1[CH2:25]O[CH2:23][CH2:22]1.[CH3:26][CH2:27]OCC. No catalyst specified. The product is [CH2:14]([O:13][C:1](=[O:12])[C:2](=[O:4])[CH2:23][CH2:22][CH2:21][CH2:25][CH2:26][CH3:27])[C:15]1[CH:16]=[CH:17][CH:18]=[CH:19][CH:20]=1. The yield is 0.730. (4) The reactants are [F:1][C:2]([F:15])([F:14])[C:3]1[CH:8]=[CH:7][C:6](/[CH:9]=[CH:10]/[C:11]([NH2:13])=[O:12])=[CH:5][CH:4]=1.ClCC(CCl)=O.[C:22]1([CH3:28])[CH:27]=CC=CC=1.[C:29]([O-:32])(=[O:31])[CH3:30].[Na+]. The catalyst is CO.CS(C)=O. The product is [C:29]([O:32][CH2:28][C:22]1[N:13]=[C:11](/[CH:10]=[CH:9]/[C:6]2[CH:5]=[CH:4][C:3]([C:2]([F:14])([F:15])[F:1])=[CH:8][CH:7]=2)[O:12][CH:27]=1)(=[O:31])[CH3:30]. The yield is 0.510.